Predict the reactants needed to synthesize the given product. From a dataset of Full USPTO retrosynthesis dataset with 1.9M reactions from patents (1976-2016). (1) Given the product [CH:1]1([C:4]2[C:13]3[C:8](=[CH:9][CH:10]=[CH:11][CH:12]=3)[C:7]([CH3:14])=[C:6]([N:15]([CH2:30][C:31]3[CH:32]=[CH:33][C:34]([O:37][C:38]([F:40])([F:41])[F:39])=[CH:35][CH:36]=3)[S:16]([C:19]3[CH:29]=[CH:28][C:22]([C:23]([O-:25])=[O:24])=[CH:21][CH:20]=3)(=[O:17])=[O:18])[N:5]=2)[CH2:2][CH2:3]1.[Na+:43], predict the reactants needed to synthesize it. The reactants are: [CH:1]1([C:4]2[C:13]3[C:8](=[CH:9][CH:10]=[CH:11][CH:12]=3)[C:7]([CH3:14])=[C:6]([N:15]([CH2:30][C:31]3[CH:36]=[CH:35][C:34]([O:37][C:38]([F:41])([F:40])[F:39])=[CH:33][CH:32]=3)[S:16]([C:19]3[CH:29]=[CH:28][C:22]([C:23]([O:25]CC)=[O:24])=[CH:21][CH:20]=3)(=[O:18])=[O:17])[N:5]=2)[CH2:3][CH2:2]1.[OH-].[Na+:43]. (2) The reactants are: [CH3:1][S:2](Cl)(=[O:4])=[O:3].C(N(CC)CC)C.[C:13]([O:17][C:18](=[O:34])[NH:19][C@H:20]([CH2:32][OH:33])[CH2:21][CH2:22][CH2:23][NH:24][C:25]([O:27][C:28]([CH3:31])([CH3:30])[CH3:29])=[O:26])([CH3:16])([CH3:15])[CH3:14]. Given the product [CH3:1][S:2]([O:33][CH2:32][C@@H:20]([NH:19][C:18]([O:17][C:13]([CH3:15])([CH3:14])[CH3:16])=[O:34])[CH2:21][CH2:22][CH2:23][NH:24][C:25]([O:27][C:28]([CH3:31])([CH3:30])[CH3:29])=[O:26])(=[O:4])=[O:3], predict the reactants needed to synthesize it. (3) Given the product [CH3:46][O:45][C:43]([N:31]1[CH2:32][CH2:33][CH2:34][C@@H:29]([C:25]2[CH:26]=[CH:27][CH:28]=[C:23]([O:22][C:20]([C:19]([O:18][CH2:11][C:12]3[CH:17]=[CH:16][CH:15]=[CH:14][CH:13]=3)=[O:36])([CH3:21])[CH3:35])[CH:24]=2)[CH2:30]1)=[O:44], predict the reactants needed to synthesize it. The reactants are: C([C@@H]([C@H](C(O)=O)O)O)(O)=O.[CH2:11]([O:18][C:19](=[O:36])[C:20]([CH3:35])([O:22][C:23]1[CH:28]=[CH:27][CH:26]=[C:25]([C@@H:29]2[CH2:34][CH2:33][CH2:32][NH:31][CH2:30]2)[CH:24]=1)[CH3:21])[C:12]1[CH:17]=[CH:16][CH:15]=[CH:14][CH:13]=1.C(=O)(O)[O-].[Na+].Cl[C:43]([O:45][CH3:46])=[O:44].Cl. (4) Given the product [Cl:1][C:2]1[CH:3]=[C:4]2[C:8](=[CH:9][CH:10]=1)[NH:7][CH:6]=[C:5]2[CH2:11][CH2:12][NH:13][C:14]([C:15]1[CH:16]=[C:17]([C:25]2[CH:26]=[CH:27][CH:28]=[C:23]([CH3:32])[CH:24]=2)[CH:18]=[CH:19][CH:20]=1)=[O:22], predict the reactants needed to synthesize it. The reactants are: [Cl:1][C:2]1[CH:3]=[C:4]2[C:8](=[CH:9][CH:10]=1)[NH:7][CH:6]=[C:5]2[CH2:11][CH2:12][NH:13][C:14](=[O:22])[C:15]1[CH:20]=[CH:19][CH:18]=[C:17](I)[CH:16]=1.[C:23]1([CH3:32])[CH:28]=[CH:27][CH:26]=[C:25](B(O)O)[CH:24]=1.C(=O)([O-])[O-].[Na+].[Na+]. (5) Given the product [P:17]([O:1][C:2]1[CH:9]=[CH:8][C:5]([CH:6]=[O:7])=[CH:4][CH:3]=1)([O:16][CH2:46][C:47]1[CH:52]=[CH:51][CH:50]=[CH:49][CH:48]=1)([O:18][CH2:19][C:20]1[CH:25]=[CH:24][CH:23]=[CH:22][CH:21]=1)=[O:26], predict the reactants needed to synthesize it. The reactants are: [OH:1][C:2]1[CH:9]=[CH:8][C:5]([CH:6]=[O:7])=[CH:4][CH:3]=1.CC([O-])(C)C.[K+].[O:16]([CH2:46][C:47]1[CH:52]=[CH:51][CH:50]=[CH:49][CH:48]=1)[P:17](O[P:17]([O:18][CH2:19][C:20]1[CH:25]=[CH:24][CH:23]=[CH:22][CH:21]=1)([O:16][CH2:46][C:47]1[CH:52]=[CH:51][CH:50]=[CH:49][CH:48]=1)=[O:26])(=[O:26])[O:18][CH2:19][C:20]1[CH:25]=[CH:24][CH:23]=[CH:22][CH:21]=1.CCCCCC. (6) Given the product [CH3:22][O:21][C:17]1[CH:16]=[C:15]([N:10]2[CH2:11][CH2:12][N:8]([C:3]3[CH:4]=[N:5][CH:6]=[CH:7][C:2]=3[CH3:1])[C:9]2=[O:13])[CH:20]=[CH:19][CH:18]=1, predict the reactants needed to synthesize it. The reactants are: [CH3:1][C:2]1[CH:7]=[CH:6][N:5]=[CH:4][C:3]=1[N:8]1[CH2:12][CH2:11][NH:10][C:9]1=[O:13].Br[C:15]1[CH:20]=[CH:19][CH:18]=[C:17]([O:21][CH3:22])[CH:16]=1.N[C@@H]1CCCC[C@H]1N.P([O-])([O-])([O-])=O.[K+].[K+].[K+]. (7) Given the product [CH3:1][O:2][CH:3]([O:15][CH3:16])[CH2:4][N:5]1[C:13]2[C:8](=[CH:9][C:10]([N:28]3[CH:29]=[CH:30][C:25]([C:22]4[CH:21]=[CH:20][C:19]([C:18]([F:32])([F:33])[F:17])=[CH:24][CH:23]=4)=[CH:26][C:27]3=[O:31])=[CH:11][CH:12]=2)[CH:7]=[N:6]1, predict the reactants needed to synthesize it. The reactants are: [CH3:1][O:2][CH:3]([O:15][CH3:16])[CH2:4][N:5]1[C:13]2[C:8](=[CH:9][C:10](I)=[CH:11][CH:12]=2)[CH:7]=[N:6]1.[F:17][C:18]([F:33])([F:32])[C:19]1[CH:24]=[CH:23][C:22]([C:25]2[CH:30]=[CH:29][NH:28][C:27](=[O:31])[CH:26]=2)=[CH:21][CH:20]=1.C([O-])([O-])=O.[Cs+].[Cs+].OC1C=CC=C2C=1N=CC=C2. (8) Given the product [CH2:1]([O:8][C:9]1[C:14]([C:15]([CH3:17])([CH3:16])[CH3:18])=[CH:13][CH:12]=[CH:11][C:10]=1[C:19]([C:22]1[CH:23]=[C:24]([C:28]2[CH:33]=[CH:32][CH:31]=[CH:30][C:29]=2[O:34][CH3:35])[CH:25]=[CH:26][CH:27]=1)=[CH2:20])[C:2]1[CH:3]=[CH:4][CH:5]=[CH:6][CH:7]=1, predict the reactants needed to synthesize it. The reactants are: [CH2:1]([O:8][C:9]1[C:14]([C:15]([CH3:18])([CH3:17])[CH3:16])=[CH:13][CH:12]=[CH:11][C:10]=1[C:19]([C:22]1[CH:23]=[C:24]([C:28]2[CH:33]=[CH:32][CH:31]=[CH:30][C:29]=2[O:34][CH3:35])[CH:25]=[CH:26][CH:27]=1)(O)[CH3:20])[C:2]1[CH:7]=[CH:6][CH:5]=[CH:4][CH:3]=1.C1(C)C=CC(S(O)(=O)=O)=CC=1.